This data is from Reaction yield outcomes from USPTO patents with 853,638 reactions. The task is: Predict the reaction yield, written as a fraction of the theoretical maximum amount of product (1.0 means a 100% yield; for example, 0.34 means a 34% yield). The reactants are O[CH:2]1[O:6][C:5](=O)[CH:4]=[C:3]1[C:8]1[CH:13]=[CH:12][C:11]([O:14][CH3:15])=[CH:10][CH:9]=1.[CH3:16][NH:17][NH2:18]. The catalyst is C(O)C. The product is [CH3:15][O:14][C:11]1[CH:12]=[CH:13][C:8]([C:3]2[CH:2]=[N:18][N:17]([CH3:16])[C:5](=[O:6])[CH:4]=2)=[CH:9][CH:10]=1. The yield is 0.460.